From a dataset of Full USPTO retrosynthesis dataset with 1.9M reactions from patents (1976-2016). Predict the reactants needed to synthesize the given product. (1) Given the product [CH3:22][O:23][C:24]1[CH:29]=[C:28]([O:30][CH3:31])[CH:27]=[CH:26][C:25]=1[C:2]1[C:3]([C:16]2[CH:17]=[CH:18][CH:19]=[CH:20][CH:21]=2)=[N:4][C:5]2[C:10]([N:11]=1)=[CH:9][C:8]([C:12]([OH:14])=[O:13])=[CH:7][CH:6]=2, predict the reactants needed to synthesize it. The reactants are: Br[C:2]1[C:3]([C:16]2[CH:21]=[CH:20][CH:19]=[CH:18][CH:17]=2)=[N:4][C:5]2[C:10]([N:11]=1)=[CH:9][C:8]([C:12]([O:14]C)=[O:13])=[CH:7][CH:6]=2.[CH3:22][O:23][C:24]1[CH:29]=[C:28]([O:30][CH3:31])[CH:27]=[CH:26][C:25]=1B(O)O. (2) Given the product [CH2:34]([C:32]1[N:33]=[C:29]([C:21]2[O:22][C:23]3=[CH:24][N:25]=[CH:26][CH:27]=[C:28]3[C:20]=2[NH:19][C:13]2[CH:14]=[C:15]3[C:10](=[CH:11][CH:12]=2)[C:9]([OH:8])=[CH:18][CH:17]=[CH:16]3)[NH:30][CH:31]=1)[CH3:35], predict the reactants needed to synthesize it. The reactants are: [Si]([O:8][C:9]1[CH:18]=[CH:17][CH:16]=[C:15]2[C:10]=1[CH:11]=[CH:12][C:13]([NH:19][C:20]1[C:28]3[C:23](=[CH:24][N:25]=[CH:26][CH:27]=3)[O:22][C:21]=1[C:29]1[NH:30][CH:31]=[C:32]([CH2:34][CH3:35])[N:33]=1)=[CH:14]2)(C(C)(C)C)(C)C.[F-].C([N+](CCCC)(CCCC)CCCC)CCC. (3) Given the product [CH2:23]([S:20]([N:17]1[CH2:18][CH2:19][CH:14]([C:5]2[C:4]3[C:8](=[C:9]([C:11]([NH2:13])=[O:12])[CH:10]=[C:2]([C:32]4[CH:31]=[N:30][C:29]([O:37][CH3:36])=[CH:28][CH:27]=4)[CH:3]=3)[NH:7][CH:6]=2)[CH2:15][CH2:16]1)(=[O:22])=[O:21])[CH3:24], predict the reactants needed to synthesize it. The reactants are: Br[C:2]1[CH:3]=[C:4]2[C:8](=[C:9]([C:11]([NH2:13])=[O:12])[CH:10]=1)[NH:7][CH:6]=[C:5]2[CH:14]1[CH2:19][CH2:18][N:17]([S:20]([CH2:23][CH3:24])(=[O:22])=[O:21])[CH2:16][CH2:15]1.CO[C:27]1[CH:32]=[CH:31][N:30]=[CH:29][C:28]=1B(O)O.[C:36](=O)([O-])[O-:37].[K+].[K+]. (4) Given the product [CH:15]1([C:18]2[CH:19]=[C:20]([C:21]([O:23][CH2:24][CH3:25])=[O:22])[C:6]3[C:2]([CH3:1])=[N:3][N:4]([CH:8]4[CH2:13][CH2:12][N:11]([CH3:14])[CH2:10][CH2:9]4)[C:5]=3[N:7]=2)[CH2:16][CH2:17]1, predict the reactants needed to synthesize it. The reactants are: [CH3:1][C:2]1[CH:6]=[C:5]([NH2:7])[N:4]([CH:8]2[CH2:13][CH2:12][N:11]([CH3:14])[CH2:10][CH2:9]2)[N:3]=1.[CH:15]1([C:18](=O)[CH2:19][C:20](=O)[C:21]([O:23][CH2:24][CH3:25])=[O:22])[CH2:17][CH2:16]1. (5) The reactants are: [F:1][C:2]1[C:7]([CH2:8]O)=[C:6]([CH3:10])[C:5]([I:11])=[CH:4][CH:3]=1.S(Cl)([Cl:14])=O. Given the product [Cl:14][CH2:8][C:7]1[C:6]([CH3:10])=[C:5]([I:11])[CH:4]=[CH:3][C:2]=1[F:1], predict the reactants needed to synthesize it. (6) Given the product [C:1]([C:3]1[CH:4]=[CH:5][C:6]([S:9]([C:10]2[CH:11]=[C:12]([C:28]([NH:30][CH3:31])=[O:29])[C:13](=[O:27])[N:14]([C:17]3[CH:22]=[CH:21][CH:20]=[C:19]([C:23]([F:26])([F:25])[F:24])[CH:18]=3)[C:15]=2[CH3:16])=[O:32])=[N:7][CH:8]=1)#[N:2], predict the reactants needed to synthesize it. The reactants are: [C:1]([C:3]1[CH:4]=[CH:5][C:6]([S:9][C:10]2[CH:11]=[C:12]([C:28]([NH:30][CH3:31])=[O:29])[C:13](=[O:27])[N:14]([C:17]3[CH:22]=[CH:21][CH:20]=[C:19]([C:23]([F:26])([F:25])[F:24])[CH:18]=3)[C:15]=2[CH3:16])=[N:7][CH:8]=1)#[N:2].[OH:32]O. (7) Given the product [CH3:1][O:2][C:3]([C:5]1[C:13]2[C:8](=[CH:9][CH:10]=[C:11]([O:14][C:15]3[CH:16]=[CH:17][C:18]([O:21][CH:22]([CH3:23])[CH3:24])=[CH:19][CH:20]=3)[CH:12]=2)[N:7]([C:25]2[CH:26]=[CH:27][C:28]([OH:31])=[CH:29][CH:30]=2)[C:6]=1[CH2:39][C:40]([O:42][CH3:43])=[O:41])=[O:4], predict the reactants needed to synthesize it. The reactants are: [CH3:1][O:2][C:3]([C:5]1[C:13]2[C:8](=[CH:9][CH:10]=[C:11]([O:14][C:15]3[CH:20]=[CH:19][C:18]([O:21][CH:22]([CH3:24])[CH3:23])=[CH:17][CH:16]=3)[CH:12]=2)[N:7]([C:25]2[CH:30]=[CH:29][C:28]([O:31]CC3C=CC=CC=3)=[CH:27][CH:26]=2)[C:6]=1[CH2:39][C:40]([O:42][CH3:43])=[O:41])=[O:4].CO. (8) Given the product [F:27][CH2:26][CH2:25][CH2:24][O:23][C:19]1[CH:18]=[C:17]([C:9]2([C:29]3[CH:34]=[CH:33][C:32]([O:35][CH3:36])=[C:31]([C:37]([F:38])([F:40])[F:39])[CH:30]=3)[C:8]3[C:3](=[N:4][CH:5]=[CH:6][CH:7]=3)[C:1]([NH2:2])=[N:10]2)[CH:22]=[CH:21][CH:20]=1, predict the reactants needed to synthesize it. The reactants are: [C:1]([C:3]1[C:8]([C:9]([C:17]2[CH:22]=[CH:21][CH:20]=[C:19]([O:23][CH2:24][CH2:25][CH2:26][F:27])[CH:18]=2)=[N:10]S(C(C)(C)C)=O)=[CH:7][CH:6]=[CH:5][N:4]=1)#[N:2].Br[C:29]1[CH:34]=[CH:33][C:32]([O:35][CH3:36])=[C:31]([C:37]([F:40])([F:39])[F:38])[CH:30]=1.